From a dataset of Experimentally validated miRNA-target interactions with 360,000+ pairs, plus equal number of negative samples. Binary Classification. Given a miRNA mature sequence and a target amino acid sequence, predict their likelihood of interaction. (1) The miRNA is hsa-miR-4804-5p with sequence UUGGACGGUAAGGUUAAGCAA. The protein sequence of the target gene is MATLQLLRAPLLCVLLWVFCAPGARAHDHGADVHHGSVGLDKSTVHDQEHIMEHLEGVIDQPEAEMSPQELQLHYFKMHDYDGNSLLDGLELSIAITHVHKEEGSEQAPVMSEDELVSIIDGVLRDDDKNNDGYIDYAEFAKSLQ. Result: 0 (no interaction). (2) The miRNA is hsa-miR-4422 with sequence AAAAGCAUCAGGAAGUACCCA. The protein sequence of the target gene is MNAEPERKFGVVVVGVGRAGSVRMRDLRNPHPSSAFLNLIGFVSRRELGSIDGVQQISLEDALSSQEVEVAYICSESSSHEDYIRQFLNAGKHVLVEYPMTLSLAAAQELWELAEQKGKVLHEEHVELLMEEFAFLKKEVVGKDLLKGSLLFTAGPLEEERFGFPAFSGISRLTWLVSLFGELSLVSATLEERKEDQYMKMTVCLETEKKSPLSWIEEKGPGLKRNRYLSFHFKSGSLENVPNVGVNKNIFLKDQNIFVQKLLGQFSEKELAAEKKRILHCLGLAEEIQKYCCSRK. Result: 0 (no interaction).